Dataset: Forward reaction prediction with 1.9M reactions from USPTO patents (1976-2016). Task: Predict the product of the given reaction. (1) Given the reactants [OH:1][CH2:2][CH2:3][C:4]1[CH:5]=[CH:6][C:7]([C:10]2[N:11]=[C:12]([C:15]([C:17]3[CH:26]=[CH:25][C:20]4[NH:21][C:22](=[O:24])[S:23][C:19]=4[CH:18]=3)=[CH2:16])[S:13][CH:14]=2)=[N:8][CH:9]=1, predict the reaction product. The product is: [OH:1][CH2:2][CH2:3][C:4]1[CH:5]=[CH:6][C:7]([C:10]2[N:11]=[C:12]([CH:15]([C:17]3[CH:26]=[CH:25][C:20]4[NH:21][C:22](=[O:24])[S:23][C:19]=4[CH:18]=3)[CH3:16])[S:13][CH:14]=2)=[N:8][CH:9]=1. (2) Given the reactants [Cl:1][C:2]1[CH:7]=[C:6](F)[CH:5]=[CH:4][C:3]=1[S:9]([C@H:12]1[CH2:16][CH2:15][N:14]([C:17]([O:19][C:20]([CH3:23])([CH3:22])[CH3:21])=[O:18])[CH2:13]1)(=[O:11])=[O:10].[CH2:24]1[NH:29][CH2:28][CH2:27][N:26]2[CH2:30][CH2:31][CH2:32][C@@H:25]12.CCN(C(C)C)C(C)C, predict the reaction product. The product is: [C:20]([O:19][C:17]([N:14]1[CH2:15][CH2:16][C@H:12]([S:9]([C:3]2[CH:4]=[CH:5][C:6]([N:29]3[CH2:28][CH2:27][N:26]4[CH2:30][CH2:31][CH2:32][C@H:25]4[CH2:24]3)=[CH:7][C:2]=2[Cl:1])(=[O:11])=[O:10])[CH2:13]1)=[O:18])([CH3:23])([CH3:22])[CH3:21]. (3) Given the reactants [CH3:1][N:2]1[CH2:8][CH2:7][C:6]2[C:9]3[CH:15]=[CH:14][C:13]([N:16]4[CH:21]=[CH:20][C:19]([O:22][CH2:23][C:24]5[CH:25]=[N:26][C:27]([C:30]([F:33])([F:32])[F:31])=[CH:28][CH:29]=5)=[CH:18][C:17]4=[O:34])=[CH:12][C:10]=3[O:11][C:5]=2[CH2:4][CH2:3]1.[ClH:35].CCOCC, predict the reaction product. The product is: [ClH:35].[CH3:1][N:2]1[CH2:8][CH2:7][C:6]2[C:9]3[CH:15]=[CH:14][C:13]([N:16]4[CH:21]=[CH:20][C:19]([O:22][CH2:23][C:24]5[CH:25]=[N:26][C:27]([C:30]([F:32])([F:33])[F:31])=[CH:28][CH:29]=5)=[CH:18][C:17]4=[O:34])=[CH:12][C:10]=3[O:11][C:5]=2[CH2:4][CH2:3]1.